From a dataset of Forward reaction prediction with 1.9M reactions from USPTO patents (1976-2016). Predict the product of the given reaction. (1) Given the reactants Br[C:2]1[S:3][CH:4]=[C:5]([C:7]([O:9][CH3:10])=[O:8])[N:6]=1.[CH:11]1([C:14]#[CH:15])[CH2:13][CH2:12]1.C1(P(C2C=CC=CC=2)C2C=CC=CC=2)C=CC=CC=1.C(N(CC)CC)C, predict the reaction product. The product is: [CH:11]1([C:14]#[C:15][C:2]2[S:3][CH:4]=[C:5]([C:7]([O:9][CH3:10])=[O:8])[N:6]=2)[CH2:13][CH2:12]1. (2) Given the reactants [OH:1][C:2]1[CH:3]=[C:4]([C:14]2[N:15]([C:24]([O:26][C:27]([CH3:30])([CH3:29])[CH3:28])=[O:25])[C:16]([C:19]3[S:20][CH:21]=[CH:22][N:23]=3)=[CH:17][CH:18]=2)[CH:5]=[C:6]([O:8][C@@H:9]([CH3:13])[CH2:10][O:11][CH3:12])[CH:7]=1.[CH3:31][O:32][C:33]([C:35]1[CH:40]=[CH:39][C:38](B(O)O)=[CH:37][CH:36]=1)=[O:34].C(N(CC)CC)C, predict the reaction product. The product is: [CH3:31][O:32][C:33]([C:35]1[CH:40]=[CH:39][C:38]([O:1][C:2]2[CH:3]=[C:4]([C:14]3[N:15]([C:24]([O:26][C:27]([CH3:29])([CH3:28])[CH3:30])=[O:25])[C:16]([C:19]4[S:20][CH:21]=[CH:22][N:23]=4)=[CH:17][CH:18]=3)[CH:5]=[C:6]([O:8][C@@H:9]([CH3:13])[CH2:10][O:11][CH3:12])[CH:7]=2)=[CH:37][CH:36]=1)=[O:34].